From a dataset of Reaction yield outcomes from USPTO patents with 853,638 reactions. Predict the reaction yield, written as a fraction of the theoretical maximum amount of product (1.0 means a 100% yield; for example, 0.34 means a 34% yield). (1) The reactants are [Br:1][C:2]1[C:3]([CH3:9])=[C:4]([CH:6]=[CH:7][CH:8]=1)[NH2:5].C([O-])(=O)C.[K+].C(OC(=O)C)(=O)C.C1OCCOCCOCCOCCOCCOC1.[N:40](OCCC(C)C)=O. The catalyst is C(Cl)(Cl)Cl. The product is [Br:1][C:2]1[CH:8]=[CH:7][CH:6]=[C:4]2[C:3]=1[CH:9]=[N:40][NH:5]2. The yield is 0.400. (2) The reactants are [C:1]1(=[O:11])[NH:5][C:4](=[O:6])[C:3]2=[CH:7][CH:8]=[CH:9][CH:10]=[C:2]12.C1C=CC(P(C2C=CC=CC=2)C2C=CC=CC=2)=CC=1.[CH3:31][CH2:32][O:33][C:34](/N=N/[C:34]([O:33][CH2:32][CH3:31])=O)=O.C1O[C@@H]1CO. The catalyst is C1COCC1. The product is [O:33]1[CH2:34][C@H:32]1[CH2:31][N:5]1[C:1](=[O:11])[C:2]2[C:3](=[CH:7][CH:8]=[CH:9][CH:10]=2)[C:4]1=[O:6]. The yield is 0.750.